From a dataset of CYP3A4 inhibition data for predicting drug metabolism from PubChem BioAssay. Regression/Classification. Given a drug SMILES string, predict its absorption, distribution, metabolism, or excretion properties. Task type varies by dataset: regression for continuous measurements (e.g., permeability, clearance, half-life) or binary classification for categorical outcomes (e.g., BBB penetration, CYP inhibition). Dataset: cyp3a4_veith. (1) The compound is Cc1nnc(NCc2ccco2)s1. The result is 0 (non-inhibitor). (2) The drug is C=CCSc1nnc2c(n1)OC(c1c(C)[nH]n(-c3ccccc3)c1=O)Nc1ccccc1-2. The result is 1 (inhibitor). (3) The drug is CN(C)c1ncnc2ccc(-c3cccc(NS(C)(=O)=O)c3)cc12. The result is 1 (inhibitor). (4) The compound is CNC(=O)[C@H](C)[C@@H]1C[C@@]1(C)[C@@H](NC(=O)OCc1ccccc1)c1ccccc1. The result is 1 (inhibitor). (5) The drug is COc1cc(C(=O)OC(C)C(=O)Nc2ccc3c(c2)OCO3)ccc1OCc1c(C)noc1C. The result is 1 (inhibitor). (6) The compound is CC(C)(Oc1ccc(Cl)cc1)C(=O)Nc1ccncc1. The result is 1 (inhibitor). (7) The molecule is NCc1ccccc1CC(=O)N[C@@H]1C(=O)N2C(C(=O)O)=C(CSc3nnnn3CC(=O)O)CS[C@@H]12. The result is 0 (non-inhibitor). (8) The drug is CCCc1nnc(NC(=O)CCC(=O)NCc2ccccc2OC)s1. The result is 0 (non-inhibitor). (9) The compound is CCOC(=O)Cc1cc(=O)n2[nH]c(C)c(C#N)c2n1. The result is 0 (non-inhibitor). (10) The drug is Nc1nonc1-n1nncc1-c1ccccc1. The result is 1 (inhibitor).